This data is from Peptide-MHC class I binding affinity with 185,985 pairs from IEDB/IMGT. The task is: Regression. Given a peptide amino acid sequence and an MHC pseudo amino acid sequence, predict their binding affinity value. This is MHC class I binding data. (1) The binding affinity (normalized) is 1.00. The MHC is HLA-A23:01 with pseudo-sequence HLA-A23:01. The peptide sequence is VFYLYLTFYF. (2) The peptide sequence is EVIRATYPS. The MHC is HLA-B39:01 with pseudo-sequence HLA-B39:01. The binding affinity (normalized) is 0.0847. (3) The peptide sequence is DLKRIGASL. The MHC is HLA-A31:01 with pseudo-sequence HLA-A31:01. The binding affinity (normalized) is 0.0847. (4) The peptide sequence is LTSKELMMAT. The MHC is HLA-B58:01 with pseudo-sequence HLA-B58:01. The binding affinity (normalized) is 0.350. (5) The peptide sequence is YIIILAVL. The MHC is Mamu-A02 with pseudo-sequence Mamu-A02. The binding affinity (normalized) is 0.258. (6) The binding affinity (normalized) is 0.280. The peptide sequence is CLYDSQGL. The MHC is HLA-A02:03 with pseudo-sequence HLA-A02:03.